Dataset: Forward reaction prediction with 1.9M reactions from USPTO patents (1976-2016). Task: Predict the product of the given reaction. (1) Given the reactants [C:1]([O:5][C:6](=[O:20])[NH:7][CH:8]1[CH2:17][C:16]2[C:11](=[CH:12][CH:13]=[C:14]([C:18]#[N:19])[CH:15]=2)[NH:10][CH2:9]1)([CH3:4])([CH3:3])C.[CH:21](=O)[C:22]1[CH:27]=[CH:26][CH:25]=[CH:24][CH:23]=1, predict the reaction product. The product is: [OH:5][CH:1]1[CH2:4][CH2:3][CH:1]([O:5][C:6](=[O:20])[NH:7][CH:8]2[CH2:17][C:16]3[C:11](=[CH:12][CH:13]=[C:14]([C:18]#[N:19])[CH:15]=3)[N:10]([CH2:21][C:22]3[CH:27]=[CH:26][CH:25]=[CH:24][CH:23]=3)[CH2:9]2)[CH2:4][CH2:3]1. (2) Given the reactants [CH2:1]([N:8]([CH2:13][C:14]([OH:17])([CH3:16])[CH3:15])[CH2:9][C:10]([O-:12])=O)[C:2]1[CH:7]=[CH:6][CH:5]=[CH:4][CH:3]=1.O.C1(C)C=CC(S(O)(=O)=O)=CC=1, predict the reaction product. The product is: [CH2:1]([N:8]1[CH2:13][C:14]([CH3:15])([CH3:16])[O:17][C:10](=[O:12])[CH2:9]1)[C:2]1[CH:3]=[CH:4][CH:5]=[CH:6][CH:7]=1. (3) Given the reactants Br[C:2]1[CH:7]=[CH:6][N:5]=[C:4]([C:8]([NH:10][CH2:11][C:12]2[CH:17]=[CH:16][C:15]([O:18][CH3:19])=[CH:14][CH:13]=2)=[O:9])[CH:3]=1.CC1(C)C(C)(C)OB(/[CH:28]=[CH:29]/[C:30]2[CH:35]=[CH:34][CH:33]=[CH:32][CH:31]=2)O1.C(=O)([O-])[O-].[Cs+].[Cs+], predict the reaction product. The product is: [CH3:19][O:18][C:15]1[CH:16]=[CH:17][C:12]([CH2:11][NH:10][C:8](=[O:9])[C:4]2[CH:3]=[C:2](/[CH:28]=[CH:29]/[C:30]3[CH:35]=[CH:34][CH:33]=[CH:32][CH:31]=3)[CH:7]=[CH:6][N:5]=2)=[CH:13][CH:14]=1. (4) Given the reactants C(=O)([O-])[O-].[K+].[K+].[CH3:7][N:8]1[C:12](=[O:13])[CH2:11][C:10]([CH3:14])=[N:9]1.[F:15][C:16]1[CH:17]=[C:18]([CH:21]=[C:22]([F:25])[C:23]=1F)[C:19]#[N:20], predict the reaction product. The product is: [CH3:7][N:8]1[C:12]([O:13][C:23]2[C:16]([F:15])=[CH:17][C:18]([C:19]#[N:20])=[CH:21][C:22]=2[F:25])=[CH:11][C:10]([CH3:14])=[N:9]1. (5) Given the reactants Cl[CH2:2][C:3]([C:7]1[CH:12]=[C:11]([F:13])[CH:10]=[C:9]([Cl:14])[CH:8]=1)([OH:6])[CH2:4]Cl.C(=O)(O)[O-].[Na+].[CH2:20]([NH2:24])[CH2:21][CH2:22][CH3:23], predict the reaction product. The product is: [CH2:20]([N:24]1[CH2:4][C:3]([C:7]2[CH:12]=[C:11]([F:13])[CH:10]=[C:9]([Cl:14])[CH:8]=2)([OH:6])[CH2:2]1)[CH2:21][CH2:22][CH3:23]. (6) Given the reactants [F:1][C:2]([F:26])([F:25])[CH2:3][NH:4][C:5]([C:7]1([CH2:20][CH2:21][CH2:22][CH2:23]Br)[C:19]2[CH:18]=[CH:17][CH:16]=[CH:15][C:14]=2[C:13]2[C:8]1=[CH:9][CH:10]=[CH:11][CH:12]=2)=[O:6].[N:27]1([C:33]2[O:34][C:35]3[CH:41]=[CH:40][CH:39]=[CH:38][C:36]=3[N:37]=2)[CH2:32][CH2:31][NH:30][CH2:29][CH2:28]1.C(N(CC)CC)C, predict the reaction product. The product is: [F:1][C:2]([F:26])([F:25])[CH2:3][NH:4][C:5]([C:7]1([CH2:20][CH2:21][CH2:22][CH2:23][N:30]2[CH2:31][CH2:32][N:27]([C:33]3[O:34][C:35]4[CH:41]=[CH:40][CH:39]=[CH:38][C:36]=4[N:37]=3)[CH2:28][CH2:29]2)[C:19]2[CH:18]=[CH:17][CH:16]=[CH:15][C:14]=2[C:13]2[C:8]1=[CH:9][CH:10]=[CH:11][CH:12]=2)=[O:6].